Dataset: HIV replication inhibition screening data with 41,000+ compounds from the AIDS Antiviral Screen. Task: Binary Classification. Given a drug SMILES string, predict its activity (active/inactive) in a high-throughput screening assay against a specified biological target. The drug is Cc1ccc(-n2c(CSc3ccc(Cl)cc3)nnc2SCc2nc3ccccc3[nH]2)cc1. The result is 0 (inactive).